This data is from hERG Central: cardiac toxicity at 1µM, 10µM, and general inhibition. The task is: Predict hERG channel inhibition at various concentrations. (1) The molecule is N#Cc1ccc(N2CCN(C(=O)c3cccc(F)c3)CC2)c(F)c1. Results: hERG_inhib (hERG inhibition (general)): blocker. (2) Results: hERG_inhib (hERG inhibition (general)): blocker. The drug is O=C(Nc1ccccc1)C1CCN(C(=O)c2ccc([N+](=O)[O-])cc2)CC1. (3) The compound is C=CCSc1nnc2nc3c(nn12)c1cc(C)ccc1n3CC=C. Results: hERG_inhib (hERG inhibition (general)): blocker. (4) The compound is COc1ccccc1OCC(=O)NCCS(=O)(=O)N1CCN(c2ccc(F)cc2)CC1. Results: hERG_inhib (hERG inhibition (general)): blocker. (5) The compound is CC(=O)Nc1cc(C(=O)N2CCc3ccccc3C2)ccc1Sc1ccc(F)cc1. Results: hERG_inhib (hERG inhibition (general)): blocker. (6) The molecule is O=C(O)c1cc2ccccc2c(Cc2c(O)c(C(=O)O)cc3ccccc23)c1O.OCCOCCN1CCN(C(c2ccccc2)c2ccc(Cl)cc2)CC1. Results: hERG_inhib (hERG inhibition (general)): blocker. (7) The compound is CCc1ccc(S(=O)(=O)Nc2cc3c(cc2N2CCCCC2)n(C)c(=O)c(=O)n3C)cc1. Results: hERG_inhib (hERG inhibition (general)): blocker.